Dataset: Forward reaction prediction with 1.9M reactions from USPTO patents (1976-2016). Task: Predict the product of the given reaction. (1) Given the reactants Br.[Cl:2][C:3]1[CH:4]=[CH:5][C:6](=[NH:17])[N:7]([CH:9]([CH3:16])[C:10](=O)[C:11]([O:13][CH3:14])=[O:12])[CH:8]=1, predict the reaction product. The product is: [Cl:2][C:3]1[CH:4]=[CH:5][C:6]2[N:7]([C:9]([CH3:16])=[C:10]([C:11]([O:13][CH3:14])=[O:12])[N:17]=2)[CH:8]=1. (2) Given the reactants [F:1][C:2]([F:38])([F:37])[C@@:3]([C:6]1[CH:11]=[CH:10][C:9]([N:12]2[CH2:17][CH2:16][N:15]([S:18]([C:21]3[S:22][CH:23]=[CH:24][CH:25]=3)(=[O:20])=[O:19])[CH2:14][C@@H:13]2[CH2:26][N:27]2[CH2:32][CH2:31][NH:30][C@H:29]([C:33]([F:36])([F:35])[F:34])[CH2:28]2)=[CH:8][CH:7]=1)([OH:5])[CH3:4].FC(F)(F)[C@](C1C=CC(N2CCN(S(C3SC=CC=3)(=O)=O)C[C@@H]2CN2CCN[C@@H](C(F)(F)F)C2)=CC=1)(O)C.FC(F)(F)[C@@](C1C=CC(N2CCN(S(C3SC=CC=3)(=O)=O)C[C@@H]2CN2CCN[C@@H](C(F)(F)F)C2)=CC=1)(O)C, predict the reaction product. The product is: [F:38][C:2]([F:1])([F:37])[C@:3]([C:6]1[CH:11]=[CH:10][C:9]([N:12]2[CH2:17][CH2:16][N:15]([S:18]([C:21]3[S:22][CH:23]=[CH:24][CH:25]=3)(=[O:19])=[O:20])[CH2:14][C@@H:13]2[CH2:26][N:27]2[CH2:32][CH2:31][NH:30][C@H:29]([C:33]([F:34])([F:35])[F:36])[CH2:28]2)=[CH:8][CH:7]=1)([OH:5])[CH3:4].